Task: Predict the reaction yield, written as a fraction of the theoretical maximum amount of product (1.0 means a 100% yield; for example, 0.34 means a 34% yield).. Dataset: Reaction yield outcomes from USPTO patents with 853,638 reactions (1) The catalyst is CCO.[OH-].[OH-].[Pd+2]. The reactants are C([N:8](CC1C=CC=CC=1)[CH:9]1[CH2:13][CH:12]([C:14]([O:16][CH2:17][CH3:18])=[O:15])[CH:11]([CH2:19][CH3:20])[CH2:10]1)C1C=CC=CC=1.[H][H]. The product is [NH2:8][CH:9]1[CH2:13][CH:12]([C:14]([O:16][CH2:17][CH3:18])=[O:15])[CH:11]([CH2:19][CH3:20])[CH2:10]1. The yield is 0.990. (2) The yield is 1.00. The reactants are [Br:1][C:2]1[CH:8]=[CH:7][C:5]([NH2:6])=[CH:4][C:3]=1[C:9]([F:12])([F:11])[F:10].N1C=CC=CC=1.[CH3:19][S:20](Cl)(=[O:22])=[O:21]. The catalyst is C1COCC1. The product is [Br:1][C:2]1[CH:8]=[CH:7][C:5]([NH:6][S:20]([CH3:19])(=[O:22])=[O:21])=[CH:4][C:3]=1[C:9]([F:10])([F:11])[F:12]. (3) The reactants are Cl[C:2]1[N:7]=[C:6]([NH:8][C:9]2[S:10][C:11]3[CH:17]=[C:16]([O:18][CH2:19][CH3:20])[CH:15]=[CH:14][C:12]=3[N:13]=2)[CH:5]=[C:4]([C:21]([F:30])([F:29])[C:22]2[CH:27]=[CH:26][C:25]([F:28])=[CH:24][CH:23]=2)[N:3]=1.[NH2:31][C:32]1[CH:37]=[CH:36][C:35]([S:38]([NH:41][C:42](=[O:44])[CH3:43])(=[O:40])=[O:39])=[CH:34][CH:33]=1.O.C1(C)C=CC(S(O)(=O)=O)=CC=1. The catalyst is C(#N)C. The product is [F:29][C:21]([F:30])([C:22]1[CH:27]=[CH:26][C:25]([F:28])=[CH:24][CH:23]=1)[C:4]1[CH:5]=[C:6]([NH:8][C:9]2[S:10][C:11]3[CH:17]=[C:16]([O:18][CH2:19][CH3:20])[CH:15]=[CH:14][C:12]=3[N:13]=2)[N:7]=[C:2]([NH:31][C:32]2[CH:37]=[CH:36][C:35]([S:38]([NH:41][C:42](=[O:44])[CH3:43])(=[O:40])=[O:39])=[CH:34][CH:33]=2)[N:3]=1. The yield is 0.200.